The task is: Predict the reactants needed to synthesize the given product.. This data is from Full USPTO retrosynthesis dataset with 1.9M reactions from patents (1976-2016). (1) Given the product [C:1]([O:5][C:6]([N:8]([C:16]1[C:21]([C:22]2[O:25][N:24]=[C:27]([CH2:28][C:29]3[CH:30]=[CH:31][C:32]([CH2:33][O:34][C:35]4[CH:40]=[CH:39][CH:38]=[CH:37][N:36]=4)=[CH:41][CH:42]=3)[CH:23]=2)=[CH:20][CH:19]=[CH:18][N:17]=1)[C:9]([O:11][C:12]([CH3:14])([CH3:15])[CH3:13])=[O:10])=[O:7])([CH3:2])([CH3:3])[CH3:4], predict the reactants needed to synthesize it. The reactants are: [C:1]([O:5][C:6]([N:8]([C:16]1[C:21]([C:22]#[CH:23])=[CH:20][CH:19]=[CH:18][N:17]=1)[C:9]([O:11][C:12]([CH3:15])([CH3:14])[CH3:13])=[O:10])=[O:7])([CH3:4])([CH3:3])[CH3:2].[N+:24]([CH2:27][CH2:28][C:29]1[CH:42]=[CH:41][C:32]([CH2:33][O:34][C:35]2[CH:40]=[CH:39][CH:38]=[CH:37][N:36]=2)=[CH:31][CH:30]=1)([O-])=[O:25].C(N(CC)CC)C.C1(N=C=O)C=CC=CC=1. (2) The reactants are: [NH2:1][C:2]1[S:3][C:4]([C:8]([O:10][CH2:11][CH3:12])=[O:9])=[C:5]([CH3:7])[N:6]=1.[C:13](N1C=CN=C1)(N1C=CN=C1)=[O:14].[NH2:25][C@H:26]([CH2:29][C:30]1[CH:35]=[CH:34][CH:33]=[CH:32][CH:31]=1)[CH2:27][OH:28]. Given the product [OH:28][CH2:27][C@H:26]([NH:25][C:13](=[O:14])[NH:1][C:2]1[S:3][C:4]([C:8]([O:10][CH2:11][CH3:12])=[O:9])=[C:5]([CH3:7])[N:6]=1)[CH2:29][C:30]1[CH:35]=[CH:34][CH:33]=[CH:32][CH:31]=1, predict the reactants needed to synthesize it.